Predict the product of the given reaction. From a dataset of Forward reaction prediction with 1.9M reactions from USPTO patents (1976-2016). (1) Given the reactants Cl.[CH3:2][O:3][C:4]1[CH:5]=[C:6]([CH:8]=[CH:9][C:10]=1[N:11]1[CH:15]=[C:14]([CH3:16])[N:13]=[CH:12]1)[NH2:7].[N:17]#[C:18][NH2:19].Cl.C(=O)([O-])[O-].[K+].[K+], predict the reaction product. The product is: [CH3:2][O:3][C:4]1[CH:5]=[C:6]([NH:7][C:18]([NH2:19])=[NH:17])[CH:8]=[CH:9][C:10]=1[N:11]1[CH:15]=[C:14]([CH3:16])[N:13]=[CH:12]1. (2) Given the reactants C([O:8][C@H:9]1[C@H:13]2[O:14][CH2:15][C@:10]1([CH2:32][OH:33])[O:11][C@H:12]2[N:16]1[CH:24]=[N:23][C:22]2[C:21](=[O:25])[NH:20][C:19]([NH:26][C:27](=[O:31])[CH:28]([CH3:30])[CH3:29])=[N:18][C:17]1=2)C1C=CC=CC=1.C(O)=O, predict the reaction product. The product is: [OH:8][C@H:9]1[C@H:13]2[O:14][CH2:15][C@:10]1([CH2:32][OH:33])[O:11][C@H:12]2[N:16]1[CH:24]=[N:23][C:22]2[C:21](=[O:25])[NH:20][C:19]([NH:26][C:27](=[O:31])[CH:28]([CH3:29])[CH3:30])=[N:18][C:17]1=2.